This data is from Reaction yield outcomes from USPTO patents with 853,638 reactions. The task is: Predict the reaction yield, written as a fraction of the theoretical maximum amount of product (1.0 means a 100% yield; for example, 0.34 means a 34% yield). (1) The reactants are [Cl:1][C:2]1[S:6][C:5]([S:7]([N:10]([C:19]2[C:27]3[C:22](=[CH:23][CH:24]=[CH:25][C:26]=3[O:28][CH3:29])[NH:21][N:20]=2)[CH2:11][O:12][CH2:13][CH2:14][Si:15]([CH3:18])([CH3:17])[CH3:16])(=[O:9])=[O:8])=[CH:4][CH:3]=1.C(=O)([O-])[O-].[K+].[K+].Br[CH2:37][C:38]1[CH:39]=[C:40]([CH:45]=[CH:46][CH:47]=1)[C:41]([O:43][CH3:44])=[O:42]. The catalyst is CN(C=O)C.C(Cl)Cl.O. The product is [Cl:1][C:2]1[S:6][C:5]([S:7]([N:10]([CH2:11][O:12][CH2:13][CH2:14][Si:15]([CH3:18])([CH3:16])[CH3:17])[C:19]2[C:27]3[C:22](=[CH:23][CH:24]=[CH:25][C:26]=3[O:28][CH3:29])[N:21]([CH2:37][C:38]3[CH:39]=[C:40]([CH:45]=[CH:46][CH:47]=3)[C:41]([O:43][CH3:44])=[O:42])[N:20]=2)(=[O:9])=[O:8])=[CH:4][CH:3]=1. The yield is 0.440. (2) The reactants are [CH2:1]([O:8][CH2:9][C:10]([NH:12][C:13]1[CH:14]=[C:15]2[C:19](=[CH:20][C:21]=1Br)[CH:18]([NH:23][C:24]1[CH:36]=[CH:35][C:27]([C:28]([O:30][C:31]([CH3:34])([CH3:33])[CH3:32])=[O:29])=[CH:26][CH:25]=1)[CH2:17][CH2:16]2)=[O:11])[C:2]1[CH:7]=[CH:6][CH:5]=[CH:4][CH:3]=1.[C:37]([Cu])#[N:38].N. The catalyst is CN1C(=O)CCC1. The product is [CH2:1]([O:8][CH2:9][C:10]([NH:12][C:13]1[CH:14]=[C:15]2[C:19](=[CH:20][C:21]=1[C:37]#[N:38])[CH:18]([NH:23][C:24]1[CH:36]=[CH:35][C:27]([C:28]([O:30][C:31]([CH3:34])([CH3:33])[CH3:32])=[O:29])=[CH:26][CH:25]=1)[CH2:17][CH2:16]2)=[O:11])[C:2]1[CH:7]=[CH:6][CH:5]=[CH:4][CH:3]=1. The yield is 0.450. (3) The reactants are [CH3:1][N:2]([C:6]1[CH:11]=[CH:10][CH:9]=[CH:8][CH:7]=1)[C:3](=[O:5])[CH3:4].[S:12]([Cl:16])(=O)(=[O:14])[OH:13]. The catalyst is ClCCl.O. The product is [CH3:1][N:2]([C:6]1[CH:11]=[CH:10][C:9]([S:12]([Cl:16])(=[O:14])=[O:13])=[CH:8][CH:7]=1)[C:3](=[O:5])[CH3:4]. The yield is 0.110. (4) The reactants are [C:1]1([C:7]2[NH:11][CH:10]=[C:9]([CH:12]=[O:13])[CH:8]=2)[CH:6]=[CH:5][CH:4]=[CH:3][CH:2]=1.[H-].[Na+].C1OCCOCCOCCOCCOC1.[CH3:31][O:32][C:33]1[N:38]=[CH:37][C:36]([S:39](Cl)(=[O:41])=[O:40])=[CH:35][CH:34]=1. The catalyst is O1CCCC1.C(OCC)(=O)C. The product is [CH3:31][O:32][C:33]1[N:38]=[CH:37][C:36]([S:39]([N:11]2[C:7]([C:1]3[CH:6]=[CH:5][CH:4]=[CH:3][CH:2]=3)=[CH:8][C:9]([CH:12]=[O:13])=[CH:10]2)(=[O:41])=[O:40])=[CH:35][CH:34]=1. The yield is 0.170.